This data is from Full USPTO retrosynthesis dataset with 1.9M reactions from patents (1976-2016). The task is: Predict the reactants needed to synthesize the given product. Given the product [OH:2][C:3]1[CH:4]=[C:5]2[C:10](=[CH:11][CH:12]=1)[N:9]=[C:8]([C:13]1[CH:18]=[CH:17][C:16]([C:19]3[S:20][C:23](=[O:25])[NH:22][N:21]=3)=[CH:15][CH:14]=1)[CH:7]=[CH:6]2, predict the reactants needed to synthesize it. The reactants are: C[O:2][C:3]1[CH:4]=[C:5]2[C:10](=[CH:11][CH:12]=1)[N:9]=[C:8]([C:13]1[CH:18]=[CH:17][C:16]([C:19]([NH:21][NH:22][C:23]([O:25]C(C)(C)C)=O)=[S:20])=[CH:15][CH:14]=1)[CH:7]=[CH:6]2.[Al+3].[Cl-].[Cl-].[Cl-].CCOC(C)=O.